From a dataset of Reaction yield outcomes from USPTO patents with 853,638 reactions. Predict the reaction yield, written as a fraction of the theoretical maximum amount of product (1.0 means a 100% yield; for example, 0.34 means a 34% yield). The reactants are Br[C:2]1[C:3]2[C:4](=[CH:16][N:17]([C:19]3[C:24]([Cl:25])=[CH:23][CH:22]=[CH:21][C:20]=3[Cl:26])[N:18]=2)[C:5]([NH:8][C:9]2[CH:14]=[C:13]([CH3:15])[N:12]=[CH:11][N:10]=2)=[N:6][CH:7]=1.C[C:28]([N:30](C)C)=O. The product is [Cl:26][C:20]1[CH:21]=[CH:22][CH:23]=[C:24]([Cl:25])[C:19]=1[N:17]1[CH:16]=[C:4]2[C:5]([NH:8][C:9]3[CH:14]=[C:13]([CH3:15])[N:12]=[CH:11][N:10]=3)=[N:6][CH:7]=[C:2]([C:28]#[N:30])[C:3]2=[N:18]1. The yield is 0.170. The catalyst is [C-]#N.[C-]#N.[Zn+2].C1C=CC([P]([Pd]([P](C2C=CC=CC=2)(C2C=CC=CC=2)C2C=CC=CC=2)([P](C2C=CC=CC=2)(C2C=CC=CC=2)C2C=CC=CC=2)[P](C2C=CC=CC=2)(C2C=CC=CC=2)C2C=CC=CC=2)(C2C=CC=CC=2)C2C=CC=CC=2)=CC=1.